From a dataset of Reaction yield outcomes from USPTO patents with 853,638 reactions. Predict the reaction yield, written as a fraction of the theoretical maximum amount of product (1.0 means a 100% yield; for example, 0.34 means a 34% yield). (1) The reactants are [N+](C1C=CC(C[O:9][C:10]([C:12]2[N:13]3[C@H:16]([S:17][CH:18]=2)[C:15]([CH:20](OC(=O)C)[C:21]2[N:22]=[C:23]4[N:31]=[C:30]5[N:25]([CH2:26][CH2:27][CH2:28][CH2:29]5)[N:24]4[CH:32]=2)(Br)[C:14]3=[O:37])=[O:11])=CC=1)([O-])=O.P([O-])([O-])([O-])=O.[OH-].[Na+:46].C(OCC)(=O)C. The catalyst is C1COCC1.C(#N)C.[Zn]. The product is [Na+:46].[N:22]1[C:21](/[CH:20]=[C:15]2\[CH:16]3[N:13]([C:14]\2=[O:37])[C:12]([C:10]([O-:11])=[O:9])=[CH:18][S:17]3)=[CH:32][N:24]2[N:25]3[C:30]([CH2:29][CH2:28][CH2:27][CH2:26]3)=[N:31][C:23]=12. The yield is 0.180. (2) The reactants are [CH3:1][O:2][C:3]([CH2:5][C@H:6]([NH2:10])[C:7]([OH:9])=O)=[O:4].Cl.[CH3:12]CN(CC)CC.[Si](Cl)(C)(C)C.[C:24]1([CH3:33])[CH:29]=[CH:28][C:27]([C:30](Cl)=[O:31])=[CH:26][CH:25]=1. The catalyst is C(Cl)Cl. The product is [CH3:33][C:24]1[CH:29]=[CH:28][C:27]([C:30]([NH:10][CH:6]([C:7](=[O:9])[CH3:12])[CH2:5][C:3]([O:2][CH3:1])=[O:4])=[O:31])=[CH:26][CH:25]=1. The yield is 0.910. (3) The reactants are B(Br)(Br)Br.[Cl:5][C:6]1[CH:11]=[CH:10][C:9]([CH2:12][C:13]#[N:14])=[CH:8][C:7]=1[O:15]C.O. The catalyst is C(Cl)Cl. The product is [Cl:5][C:6]1[CH:11]=[CH:10][C:9]([CH2:12][C:13]#[N:14])=[CH:8][C:7]=1[OH:15]. The yield is 0.850.